This data is from Forward reaction prediction with 1.9M reactions from USPTO patents (1976-2016). The task is: Predict the product of the given reaction. Given the reactants [OH:1][CH2:2][C@:3]12[CH2:10][C@H:9]([NH:11][C:12](=[O:18])[O:13][C:14]([CH3:17])([CH3:16])[CH3:15])[CH2:8][C@H:4]1[O:5][CH2:6][CH2:7]2.CC(C)=[O:21].CC(C)=O.OS(O)(=O)=O.O=[Cr](=O)=O, predict the reaction product. The product is: [C:14]([O:13][C:12]([NH:11][C@@H:9]1[CH2:8][C@H:4]2[O:5][CH2:6][CH2:7][C@@:3]2([C:2]([OH:21])=[O:1])[CH2:10]1)=[O:18])([CH3:15])([CH3:17])[CH3:16].